Task: Predict the reactants needed to synthesize the given product.. Dataset: Full USPTO retrosynthesis dataset with 1.9M reactions from patents (1976-2016) Given the product [F:1][CH:2]1[CH2:5][N:4]([C:6]([C@H:8]([NH:12][C:13]([C:15]2[C:23]3[C:18](=[N:19][CH:20]=[C:21]([C:24]4[C:32]5[C:27](=[CH:28][C:29]([F:33])=[CH:30][CH:31]=5)[N:26]([CH3:34])[N:25]=4)[N:22]=3)[NH:17][CH:16]=2)=[O:14])[CH2:9][CH2:10][CH3:11])=[O:7])[CH2:3]1, predict the reactants needed to synthesize it. The reactants are: [F:1][CH:2]1[CH2:5][N:4]([C:6]([C@H:8]([NH:12][C:13]([C:15]2[C:23]3[C:18](=[N:19][CH:20]=[C:21]([C:24]4[C:32]5[C:27](=[CH:28][C:29]([F:33])=[CH:30][CH:31]=5)[N:26]([CH3:34])[N:25]=4)[N:22]=3)[N:17](COCC[Si](C)(C)C)[CH:16]=2)=[O:14])[CH2:9][CH2:10][CH3:11])=[O:7])[CH2:3]1.FC(F)(F)C(O)=O.C(N)CN.